The task is: Predict the reactants needed to synthesize the given product.. This data is from Full USPTO retrosynthesis dataset with 1.9M reactions from patents (1976-2016). (1) Given the product [Cl:17][C:16]1[CH:15]=[C:5]([O:6][CH2:7][C@@H:8]2[CH2:12][O:11][C:10]([CH3:14])([CH3:13])[O:9]2)[C:4]([Cl:18])=[CH:3][C:2]=1[C:20]#[N:21], predict the reactants needed to synthesize it. The reactants are: Br[C:2]1[C:16]([Cl:17])=[CH:15][C:5]([O:6][CH2:7][C@@H:8]2[CH2:12][O:11][C:10]([CH3:14])([CH3:13])[O:9]2)=[C:4]([Cl:18])[CH:3]=1.[Cu][C:20]#[N:21]. (2) Given the product [O:9]1[CH2:10][CH2:11][C:2]([C:1]#[N:5])([C:3]#[N:4])[CH2:7][CH2:8]1, predict the reactants needed to synthesize it. The reactants are: [C:1](#[N:5])[CH2:2][C:3]#[N:4].Br[CH2:7][CH2:8][O:9][CH2:10][CH2:11]Br.CC([O-])(C)C.[K+].